This data is from Catalyst prediction with 721,799 reactions and 888 catalyst types from USPTO. The task is: Predict which catalyst facilitates the given reaction. (1) Reactant: Cl.[NH2:2][OH:3].C(=O)(O)[O-].[Na+].[CH:9]1([C@H:13]([NH:15][C:16]2[N:24]=[C:23]([C:25]#[N:26])[N:22]=[C:21]3[C:17]=2[N:18]([CH2:35][C@H:36]2[CH2:41][CH2:40][C@H:39]([CH3:42])[CH2:38][CH2:37]2)[C:19]([C:27]([C:29]2[CH:34]=[CH:33][CH:32]=[CH:31][CH:30]=2)=[O:28])=[N:20]3)[CH3:14])[CH2:12][CH2:11][CH2:10]1. Product: [CH:9]1([C@H:13]([NH:15][C:16]2[N:24]=[C:23]([C:25](=[NH:26])[NH:2][OH:3])[N:22]=[C:21]3[C:17]=2[N:18]([CH2:35][C@H:36]2[CH2:37][CH2:38][C@H:39]([CH3:42])[CH2:40][CH2:41]2)[C:19]([C:27]([C:29]2[CH:34]=[CH:33][CH:32]=[CH:31][CH:30]=2)=[O:28])=[N:20]3)[CH3:14])[CH2:10][CH2:11][CH2:12]1. The catalyst class is: 40. (2) Reactant: CCN=C=NCCCN(C)C.[F:12][C:13]1[CH:18]=[CH:17][C:16]([N:19]2[CH2:24][CH2:23][CH2:22][CH:21]([C:25]([OH:27])=O)[C:20]2=[O:28])=[CH:15][CH:14]=1.C1C=CC2N(O)N=NC=2C=1.[F:39][C:40]1[CH:41]=[C:42]([CH:44]=[CH:45][C:46]=1[O:47][C:48]1[C:57]2[C:52](=[CH:53][C:54]([O:60][CH2:61][CH2:62][CH2:63][N:64]3[CH2:69][CH2:68][O:67][CH2:66][CH2:65]3)=[C:55]([O:58][CH3:59])[CH:56]=2)[N:51]=[CH:50][CH:49]=1)[NH2:43].CCN(CC)CC. Product: [F:39][C:40]1[CH:41]=[C:42]([NH:43][C:25]([CH:21]2[CH2:22][CH2:23][CH2:24][N:19]([C:16]3[CH:15]=[CH:14][C:13]([F:12])=[CH:18][CH:17]=3)[C:20]2=[O:28])=[O:27])[CH:44]=[CH:45][C:46]=1[O:47][C:48]1[C:57]2[C:52](=[CH:53][C:54]([O:60][CH2:61][CH2:62][CH2:63][N:64]3[CH2:69][CH2:68][O:67][CH2:66][CH2:65]3)=[C:55]([O:58][CH3:59])[CH:56]=2)[N:51]=[CH:50][CH:49]=1. The catalyst class is: 31. (3) Reactant: [CH:1]1([C:7]2[CH:11]=[C:10]([C:12]3[CH:17]=[CH:16][C:15]([O:18][C:19]([F:22])([F:21])[F:20])=[CH:14][CH:13]=3)[N:9]([CH2:23][C:24]3[CH:33]=[CH:32][C:27]([C:28]([O:30]C)=[O:29])=[CH:26][CH:25]=3)[N:8]=2)[CH2:6][CH2:5][CH2:4][CH2:3][CH2:2]1.[OH-].[Na+]. Product: [CH:1]1([C:7]2[CH:11]=[C:10]([C:12]3[CH:13]=[CH:14][C:15]([O:18][C:19]([F:21])([F:22])[F:20])=[CH:16][CH:17]=3)[N:9]([CH2:23][C:24]3[CH:33]=[CH:32][C:27]([C:28]([OH:30])=[O:29])=[CH:26][CH:25]=3)[N:8]=2)[CH2:6][CH2:5][CH2:4][CH2:3][CH2:2]1. The catalyst class is: 40. (4) The catalyst class is: 7. Reactant: C[Mg]Br.C(OC(=O)[CH2:8][CH2:9][CH2:10][N:11]1[CH2:16][CH2:15][C:14]2[C:17]([C:28]([F:31])([F:30])[F:29])=[N:18][N:19]([C:20]3[CH:25]=[CH:24][C:23]([O:26][CH3:27])=[CH:22][CH:21]=3)[C:13]=2[C:12]1=[O:32])C. Product: [OH:26][C:23]([CH3:24])([CH3:22])[CH2:8][CH2:9][CH2:10][N:11]1[CH2:16][CH2:15][C:14]2[C:17]([C:28]([F:31])([F:29])[F:30])=[N:18][N:19]([C:20]3[CH:21]=[CH:22][C:23]([O:26][CH3:27])=[CH:24][CH:25]=3)[C:13]=2[C:12]1=[O:32]. (5) Product: [CH3:1][C:2]1[CH:7]=[CH:6][C:5]([S:8]([N:11]2[C:15]([C:16]3[CH:21]=[CH:20][CH:19]=[CH:18][CH:17]=3)=[CH:14][C:13]([CH:22]=[O:23])=[N:12]2)(=[O:10])=[O:9])=[CH:4][CH:3]=1. The catalyst class is: 207. Reactant: [CH3:1][C:2]1[CH:7]=[CH:6][C:5]([S:8]([N:11]2[C:15]([C:16]3[CH:21]=[CH:20][CH:19]=[CH:18][CH:17]=3)=[CH:14][C:13]([C:22](OCC)=[O:23])=[N:12]2)(=[O:10])=[O:9])=[CH:4][CH:3]=1.[H-].C([Al+]CC(C)C)C(C)C.Cl. (6) Reactant: [NH2:1][C:2]1[N:11]=[CH:10][C:9]2[CH2:8][CH2:7][C:6]3[C:12]([C:16]([O:18][CH2:19][CH3:20])=[O:17])=[N:13][N:14]([CH3:15])[C:5]=3[C:4]=2[N:3]=1.[C:21]([N:24]1[CH2:29][CH2:28][C:27](=O)[CH2:26][CH2:25]1)(=[O:23])[CH3:22].C(O)(C(F)(F)F)=O.[BH-](OC(C)=O)(OC(C)=O)OC(C)=O.[Na+].[OH-].[Na+]. Product: [C:21]([N:24]1[CH2:29][CH2:28][CH:27]([NH:1][C:2]2[N:11]=[CH:10][C:9]3[CH2:8][CH2:7][C:6]4[C:12]([C:16]([O:18][CH2:19][CH3:20])=[O:17])=[N:13][N:14]([CH3:15])[C:5]=4[C:4]=3[N:3]=2)[CH2:26][CH2:25]1)(=[O:23])[CH3:22]. The catalyst class is: 9.